Task: Predict the reaction yield, written as a fraction of the theoretical maximum amount of product (1.0 means a 100% yield; for example, 0.34 means a 34% yield).. Dataset: Reaction yield outcomes from USPTO patents with 853,638 reactions (1) The reactants are [CH3:1][N:2]([CH3:23])[C:3](=[O:22])[C:4]1[CH:9]=[CH:8][C:7](/[CH:10]=[N:11]/[C:12]2[CH:20]=[CH:19][CH:18]=[C:17]3[C:13]=2[CH2:14][O:15][C:16]3=[O:21])=[CH:6][CH:5]=1.[CH3:24][N:25]1[CH:29]=[CH:28][N:27]=[C:26]1[CH:30]=O.[Na].[CH2:33]([OH:35])[CH3:34]. The catalyst is C(OCC)(=O)CC. The product is [CH3:23][N:2]([CH3:1])[C:3]([C:4]1[CH:9]=[CH:8][C:7]([CH:10]2[CH:30]([C:26]3[N:25]([CH3:24])[CH:29]=[CH:28][N:27]=3)[C:14](=[O:15])[C:13]3[C:17]([C:16]([O:35][CH2:33][CH3:34])=[O:21])=[CH:18][CH:19]=[CH:20][C:12]=3[NH:11]2)=[CH:6][CH:5]=1)=[O:22]. The yield is 0.370. (2) The reactants are [CH3:1][O:2][C:3]1[CH:4]=[C:5]2[C:10](=[CH:11][CH:12]=1)[N:9]=[CH:8][C:7]([C:13]([OH:15])=[O:14])=[CH:6]2.[O:16]1[C:21]2[CH:22]=[CH:23][C:24]([CH2:26][NH:27][C@H:28]3[CH2:33][CH2:32][C@H:31]([CH2:34]O)[CH2:30][CH2:29]3)=[CH:25][C:20]=2[O:19][CH2:18][CH2:17]1. No catalyst specified. The product is [O:16]1[C:21]2[CH:22]=[CH:23][C:24]([CH2:26][NH:27][C@H:28]3[CH2:33][CH2:32][C@H:31]([CH2:34][O:14][C:13]([C:7]4[CH:8]=[N:9][C:10]5[C:5]([CH:6]=4)=[CH:4][C:3]([O:2][CH3:1])=[CH:12][CH:11]=5)=[O:15])[CH2:30][CH2:29]3)=[CH:25][C:20]=2[O:19][CH2:18][CH2:17]1. The yield is 0.260. (3) The yield is 0.950. The reactants are CO[CH:3](OC)[N:4]([CH3:6])[CH3:5].[C:9]([O:13][C:14]([N:16]1[CH2:21][CH2:20][N:19]([C:22](=[S:24])[NH2:23])[CH2:18][CH2:17]1)=[O:15])([CH3:12])([CH3:11])[CH3:10].N1(C(OC(C)(C)C)=O)CCNCC1.C(N1C=CN=C1)(N1C=CN=C1)=S.N. The product is [C:9]([O:13][C:14]([N:16]1[CH2:17][CH2:18][N:19]([C:22](=[S:24])[N:23]=[CH:3][N:4]([CH3:6])[CH3:5])[CH2:20][CH2:21]1)=[O:15])([CH3:12])([CH3:10])[CH3:11]. No catalyst specified. (4) The reactants are [CH:1]([NH:14][C:15]1[C:24]2[C:19](=[CH:20][CH:21]=[CH:22][CH:23]=2)[N:18]=[C:17](Cl)[N:16]=1)([C:8]1[CH:13]=[CH:12][CH:11]=[CH:10][CH:9]=1)[C:2]1[CH:7]=[CH:6][CH:5]=[CH:4][CH:3]=1.[CH3:26][N:27]([CH3:37])[C:28]1[N:33]=[CH:32][C:31](B(O)O)=[CH:30][N:29]=1.C(NC1C2C(=CC=CC=2)N=C(C2SC3C=CC=CC=3C=2)N=1)(C1C=CC=CC=1)C1C=CC=CC=1. The catalyst is C1CCCCC1.CCOC(C)=O. The product is [CH:1]([NH:14][C:15]1[C:24]2[C:19](=[CH:20][CH:21]=[CH:22][CH:23]=2)[N:18]=[C:17]([C:31]2[CH:30]=[N:29][C:28]([N:27]([CH3:37])[CH3:26])=[N:33][CH:32]=2)[N:16]=1)([C:8]1[CH:13]=[CH:12][CH:11]=[CH:10][CH:9]=1)[C:2]1[CH:7]=[CH:6][CH:5]=[CH:4][CH:3]=1. The yield is 0.860. (5) The reactants are [Br:1][C:2]1[CH:3]=[C:4]2[C:8](=[CH:9][CH:10]=1)[CH2:7][C:6]1([CH2:15][CH2:14][CH:13]([O:16][CH3:17])[CH2:12][CH2:11]1)[C:5]2=[N:18][S:19]([CH2:22][CH2:23][Si:24]([CH3:27])([CH3:26])[CH3:25])(=[O:21])=[O:20].[C:28]([O-:31])([O-])=O.[K+].[K+].Br[CH2:35][CH2:36]C(F)(F)F.[CH3:41]C#N. No catalyst specified. The product is [Br:1][C:2]1[CH:3]=[C:4]2[C:8]([CH2:7][C:6]3([CH2:15][CH2:14][CH:13]([O:16][CH3:17])[CH2:12][CH2:11]3)[C:5]2([NH:18][S:19]([CH2:22][CH2:23][Si:24]([CH3:26])([CH3:25])[CH3:27])(=[O:21])=[O:20])[C:35]([O:31][CH2:28][CH3:41])=[CH2:36])=[CH:9][CH:10]=1. The yield is 0.800. (6) The reactants are [CH3:1][O:2][C:3]1[C:4]2[NH:21][N:20]=[CH:19][C:5]=2[N:6]=[C:7]([N:9]2[CH:13]=[C:12]([C:14]([O:16][CH2:17][CH3:18])=[O:15])[CH:11]=[N:10]2)[N:8]=1.[Br:22]N1C(=O)CCC1=O. The catalyst is C(#N)C. The product is [Br:22][C:19]1[C:5]2[N:6]=[C:7]([N:9]3[CH:13]=[C:12]([C:14]([O:16][CH2:17][CH3:18])=[O:15])[CH:11]=[N:10]3)[N:8]=[C:3]([O:2][CH3:1])[C:4]=2[NH:21][N:20]=1. The yield is 0.670. (7) The reactants are [CH2:1]1[O:5][C@H:4]2[C@@H:6]([OH:9])[CH2:7][O:8][C@H:3]2[C@@H:2]1[OH:10].C(N([CH2:16][CH3:17])CC)C.[C:18]([O:22][C:23]1[CH:28]=[CH:27][C:26]([C:29](Cl)=[O:30])=[CH:25][CH:24]=1)(=[O:21])[CH:19]=[CH2:20].[OH2:32]. The catalyst is C1(C)C=CC=CC=1. The product is [C:18]([O:21][C:17]1[CH:16]=[CH:27][C:26]([C:29]([O:10][C@@H:2]2[CH2:1][O:5][C@H:4]3[C@@H:6]([O:9][C:29](=[O:30])[C:26]4[CH:27]=[CH:28][C:23]([O:22][C:18](=[O:21])[CH:19]=[CH2:20])=[CH:24][CH:25]=4)[CH2:7][O:8][C@@H:3]23)=[O:30])=[CH:25][CH:24]=1)(=[O:32])[CH:19]=[CH2:20]. The yield is 0.520. (8) The reactants are C1(P(C2C=CC=CC=2)C2C=CC=CC=2)C=CC=CC=1.BrN1C(=O)CCC1=O.[CH:28]1([CH2:33][CH:34]([C:38]2[CH:43]=[CH:42][C:41]([S:44]([CH3:47])(=[O:46])=[O:45])=[C:40]([N+:48]([O-:50])=[O:49])[CH:39]=2)[C:35]([OH:37])=O)[CH2:32][CH2:31][CH2:30][CH2:29]1.[NH2:51][C:52]1[CH:57]=[CH:56][C:55]([Br:58])=[CH:54][N:53]=1. The catalyst is C(Cl)Cl. The product is [Br:58][C:55]1[CH:56]=[CH:57][C:52]([NH:51][C:35](=[O:37])[CH:34]([C:38]2[CH:43]=[CH:42][C:41]([S:44]([CH3:47])(=[O:46])=[O:45])=[C:40]([N+:48]([O-:50])=[O:49])[CH:39]=2)[CH2:33][CH:28]2[CH2:32][CH2:31][CH2:30][CH2:29]2)=[N:53][CH:54]=1. The yield is 0.330. (9) The reactants are [CH2:1]([O:3][C:4]1[CH:5]=[C:6]2[C:10](=[CH:11][CH:12]=1)[NH:9][CH:8]=[CH:7]2)[CH3:2].[CH3:13][NH:14][CH3:15].[CH2:16]=O.[OH-].[Na+]. The catalyst is ClCCl.CO.C(O)(=O)C. The product is [CH2:1]([O:3][C:4]1[CH:5]=[C:6]2[C:10](=[CH:11][CH:12]=1)[N:9]([CH2:13][N:14]([CH3:16])[CH3:15])[CH:8]=[CH:7]2)[CH3:2]. The yield is 0.960. (10) The reactants are [C:1]([N:6]1[C@H:10]([C:11]2[CH:16]=[CH:15][CH:14]=[CH:13][CH:12]=2)[CH2:9][O:8][C:7]1=[O:17])(=[O:5])/[CH:2]=[CH:3]/[CH3:4].[CH2:18]([N:25](C[Si](C)(C)C)[CH2:26]OC)[C:19]1[CH:24]=[CH:23][CH:22]=[CH:21][CH:20]=1.[C:34](O)(C(F)(F)F)=O. The catalyst is C1(C)C=CC=CC=1.C(Cl)Cl. The product is [CH2:18]([N:25]1[CH2:4][C@@H:3]([CH3:34])[C@H:2]([C:1]([N:6]2[C@H:10]([C:11]3[CH:12]=[CH:13][CH:14]=[CH:15][CH:16]=3)[CH2:9][O:8][C:7]2=[O:17])=[O:5])[CH2:26]1)[C:19]1[CH:24]=[CH:23][CH:22]=[CH:21][CH:20]=1.[CH2:18]([N:25]1[CH2:4][C@H:3]([CH3:34])[C@@H:2]([C:1]([N:6]2[C@H:10]([C:11]3[CH:12]=[CH:13][CH:14]=[CH:15][CH:16]=3)[CH2:9][O:8][C:7]2=[O:17])=[O:5])[CH2:26]1)[C:19]1[CH:24]=[CH:23][CH:22]=[CH:21][CH:20]=1. The yield is 0.640.